Regression. Given a peptide amino acid sequence and an MHC pseudo amino acid sequence, predict their binding affinity value. This is MHC class I binding data. From a dataset of Peptide-MHC class I binding affinity with 185,985 pairs from IEDB/IMGT. The peptide sequence is CFKEASFSK. The MHC is HLA-A33:01 with pseudo-sequence HLA-A33:01. The binding affinity (normalized) is 0.774.